This data is from Reaction yield outcomes from USPTO patents with 853,638 reactions. The task is: Predict the reaction yield, written as a fraction of the theoretical maximum amount of product (1.0 means a 100% yield; for example, 0.34 means a 34% yield). (1) The reactants are [CH:1]([N:4]1[C:8]([C:9]2[N:18]=[C:17]3[N:11]([CH2:12][CH2:13][O:14][C:15]4[CH:22]=[C:21](O)[N:20]=[CH:19][C:16]=43)[CH:10]=2)=[N:7][CH:6]=[N:5]1)([CH3:3])[CH3:2].[CH3:24][OH:25].[OH2:26]. No catalyst specified. The product is [OH:25][C@H:24]1[CH2:2][CH2:1][N:4]([C:21]2[N:20]=[CH:19][C:16]3[C:17]4[N:11]([CH:10]=[C:9]([C:8]5[N:4]([CH:1]([CH3:3])[CH3:2])[N:5]=[CH:6][N:7]=5)[N:18]=4)[CH2:12][CH2:13][O:14][C:15]=3[CH:22]=2)[C@@H:8]1[C:9]([NH2:18])=[O:26]. The yield is 0.390. (2) The reactants are [CH2:1]([O:8][C:9]1[CH:17]=[CH:16][C:12]([C:13]([OH:15])=[O:14])=[CH:11][C:10]=1[O:18][CH2:19][CH:20]1[CH2:22][CH2:21]1)[C:2]1[CH:7]=[CH:6][CH:5]=[CH:4][CH:3]=1.S(Cl)(Cl)=O.[CH3:27]O. No catalyst specified. The product is [CH2:1]([O:8][C:9]1[CH:17]=[CH:16][C:12]([C:13]([O:15][CH3:27])=[O:14])=[CH:11][C:10]=1[O:18][CH2:19][CH:20]1[CH2:21][CH2:22]1)[C:2]1[CH:3]=[CH:4][CH:5]=[CH:6][CH:7]=1. The yield is 0.640. (3) The reactants are [CH:1]1([N:6]2[C:11]3[N:12]=[C:13]([S:16][CH3:17])[N:14]=[CH:15][C:10]=3[C:9]([CH3:18])=[CH:8][C:7]2=[O:19])[CH2:5][CH2:4][CH2:3][CH2:2]1.II.FC(F)(F)C(OC1C(OC(=O)C(F)(F)F)=C([I:33])C=CC=1)=O.S([O-])([O-])(=O)=S.[Na+].[Na+]. The catalyst is ClCCl. The product is [CH:1]1([N:6]2[C:11]3[N:12]=[C:13]([S:16][CH3:17])[N:14]=[CH:15][C:10]=3[C:9]([CH3:18])=[C:8]([I:33])[C:7]2=[O:19])[CH2:2][CH2:3][CH2:4][CH2:5]1. The yield is 0.580. (4) The reactants are [Si]([O:8][CH2:9][CH2:10][N:11]([C@H:19]1[C:27]2[C:22](=[C:23]([C:28]3[N:32]=[C:31]([C:33]4[S:34][C:35]([C:44]([F:47])([F:46])[F:45])=[C:36]([C:38]5[CH:43]=[CH:42][CH:41]=[CH:40][CH:39]=5)[CH:37]=4)[O:30][N:29]=3)[CH:24]=[CH:25][CH:26]=2)[CH2:21][CH2:20]1)C(=O)OC(C)(C)C)(C(C)(C)C)(C)C.Cl.CCOCC. The catalyst is C(Cl)Cl. The product is [C:38]1([C:36]2[CH:37]=[C:33]([C:31]3[O:30][N:29]=[C:28]([C:23]4[CH:24]=[CH:25][CH:26]=[C:27]5[C:22]=4[CH2:21][CH2:20][C@H:19]5[NH:11][CH2:10][CH2:9][OH:8])[N:32]=3)[S:34][C:35]=2[C:44]([F:46])([F:47])[F:45])[CH:39]=[CH:40][CH:41]=[CH:42][CH:43]=1. The yield is 0.650. (5) The reactants are [F:1][C:2]([F:7])([F:6])[C:3]([OH:5])=[O:4].[CH3:8][O:9][C:10]1[CH:11]=[C:12]2[C:16](=[CH:17][CH:18]=1)[NH:15][C:14](=[O:19])[C@:13]12[CH2:21][C@H:20]1[C:22]1[CH:30]=[C:29]2[C:25]([C:26]([C:31]3[CH:36]=[CH:35][C:34]([N:37]4[CH2:42][CH2:41][NH:40][CH2:39][CH2:38]4)=[CH:33][CH:32]=3)=[N:27][NH:28]2)=[CH:24][CH:23]=1.[CH:43](=O)[CH3:44]. No catalyst specified. The product is [F:1][C:2]([F:7])([F:6])[C:3]([OH:5])=[O:4].[CH2:43]([N:40]1[CH2:41][CH2:42][N:37]([C:34]2[CH:33]=[CH:32][C:31]([C:26]3[C:25]4[C:29](=[CH:30][C:22]([C@H:20]5[C@@:13]6([C:12]7[C:16](=[CH:17][CH:18]=[C:10]([O:9][CH3:8])[CH:11]=7)[NH:15][C:14]6=[O:19])[CH2:21]5)=[CH:23][CH:24]=4)[NH:28][N:27]=3)=[CH:36][CH:35]=2)[CH2:38][CH2:39]1)[CH3:44]. The yield is 0.0700. (6) The reactants are [F:1][C:2]1[C:7]([OH:8])=[CH:6][CH:5]=[C:4]([F:9])[C:3]=1[NH:10][C:11](=O)[C:12]1[C:17]([F:18])=[CH:16][CH:15]=[C:14]([C:19]2[CH:24]=[CH:23][CH:22]=[C:21]([F:25])[CH:20]=2)[C:13]=1[F:26]. The catalyst is C1COCC1. The product is [F:26][C:13]1[C:14]([C:19]2[CH:24]=[CH:23][CH:22]=[C:21]([F:25])[CH:20]=2)=[CH:15][CH:16]=[C:17]([F:18])[C:12]=1[CH2:11][NH:10][C:3]1[C:2]([F:1])=[C:7]([OH:8])[CH:6]=[CH:5][C:4]=1[F:9]. The yield is 0.830.